This data is from Catalyst prediction with 721,799 reactions and 888 catalyst types from USPTO. The task is: Predict which catalyst facilitates the given reaction. (1) Reactant: CCCCC[C@H](O)CC[C@H]1[C@H]([OH:22])C[C@H]2[C@@H]1CC1C(C2)=C(OCC(O)=O)C=CC=1.[NH+]1C=CC=CC=1.C(CCOP([O-])([O-])=O)#N.[CH:44]1([N:50]=[C:51]=[N:52][CH:53]2[CH2:58][CH2:57][CH2:56][CH2:55][CH2:54]2)[CH2:49][CH2:48][CH2:47][CH2:46][CH2:45]1. Product: [C:51]([NH:50][CH:44]1[CH2:45][CH2:46][CH2:47][CH2:48][CH2:49]1)([NH:52][CH:53]1[CH2:58][CH2:57][CH2:56][CH2:55][CH2:54]1)=[O:22]. The catalyst class is: 228. (2) Reactant: [C:1]([OH:16])(=[O:15])[CH2:2][CH2:3][CH2:4][CH2:5][CH2:6][CH2:7][CH2:8][CH2:9][CH2:10][CH2:11][CH2:12][CH2:13][CH3:14].[CH3:17][N:18]([CH3:23])[CH2:19][CH2:20][CH2:21]O. Product: [C:1]([O:16][CH2:21][CH2:20][CH2:19][N:18]([CH3:23])[CH3:17])(=[O:15])[CH2:2][CH2:3][CH2:4][CH2:5][CH2:6][CH2:7][CH2:8][CH2:9][CH2:10][CH2:11][CH2:12][CH2:13][CH3:14]. The catalyst class is: 194. (3) Reactant: [OH-].[Na+].[NH2:3][C:4]1[N:9]=[C:8](/[C:10](=[CH:15]/[C:16]2[N:23]3[C:19]([S:20][CH:21]=[CH:22]3)=[N:18][C:17]=2[C:24]2[CH:29]=[CH:28][CH:27]=[CH:26][CH:25]=2)/[C:11]([O:13]C)=[O:12])[CH:7]=[CH:6][N:5]=1.C(#N)C.C(O)(C(F)(F)F)=O. Product: [NH2:3][C:4]1[N:9]=[C:8](/[C:10](=[CH:15]/[C:16]2[N:23]3[C:19]([S:20][CH:21]=[CH:22]3)=[N:18][C:17]=2[C:24]2[CH:29]=[CH:28][CH:27]=[CH:26][CH:25]=2)/[C:11]([OH:13])=[O:12])[CH:7]=[CH:6][N:5]=1. The catalyst class is: 24. (4) Reactant: [NH:1]1[CH2:6][CH2:5][CH2:4][CH2:3][CH2:2]1.C(=O)([O-])[O-].[K+].[K+].Br[CH2:14][C:15]([C:17]1([C:22]2[CH:27]=[CH:26][C:25]([Cl:28])=[C:24]([Cl:29])[CH:23]=2)[CH2:21][CH2:20][CH2:19][CH2:18]1)=[O:16].[I-].[Na+]. Product: [Cl:29][C:24]1[CH:23]=[C:22]([C:17]2([C:15](=[O:16])[CH2:14][N:1]3[CH2:6][CH2:5][CH2:4][CH2:3][CH2:2]3)[CH2:21][CH2:20][CH2:19][CH2:18]2)[CH:27]=[CH:26][C:25]=1[Cl:28]. The catalyst class is: 21. (5) Reactant: [O:1]=[C:2]1[C:10](=[O:11])[C:9]2[C:4](=[CH:5][CH:6]=[C:7]([O:12][C:13]([F:16])([F:15])[F:14])[CH:8]=2)[N:3]1[CH:17]([CH2:21][CH:22]([CH3:24])[CH3:23])[C:18](O)=[O:19].[N:25]1[CH:30]=[CH:29][CH:28]=[CH:27][C:26]=1[NH2:31].C(N(CC)C(C)C)(C)C.F[P-](F)(F)(F)(F)F.N1(O[P+](N(C)C)(N(C)C)N(C)C)C2C=CC=CC=2N=N1. Product: [N:25]1[CH:30]=[CH:29][CH:28]=[CH:27][C:26]=1[NH:31][C:18](=[O:19])[CH:17]([N:3]1[C:4]2[C:9](=[CH:8][C:7]([O:12][C:13]([F:14])([F:15])[F:16])=[CH:6][CH:5]=2)[C:10](=[O:11])[C:2]1=[O:1])[CH2:21][CH:22]([CH3:23])[CH3:24]. The catalyst class is: 42.